Predict the product of the given reaction. From a dataset of Forward reaction prediction with 1.9M reactions from USPTO patents (1976-2016). (1) Given the reactants [CH3:1][O:2][C:3](=[O:21])[C@@H:4]([NH:10]C(OCC1C=CC=CC=1)=O)[CH2:5][C:6]([F:9])([F:8])[CH3:7].C([SiH](CC)CC)C, predict the reaction product. The product is: [CH3:1][O:2][C:3](=[O:21])[C@@H:4]([NH2:10])[CH2:5][C:6]([F:9])([F:8])[CH3:7]. (2) Given the reactants Cl.[NH2:2][C@@H:3]1[CH2:8][CH2:7][C@H:6]([NH:9][C:10](=[O:27])[C:11]2[CH:16]=[C:15]([F:17])[CH:14]=[N:13][C:12]=2[O:18][C:19]2[CH:24]=[CH:23][CH:22]=[C:21]([S:25][CH3:26])[CH:20]=2)[CH2:5][CH2:4]1.C(N(CC)CC)C.[CH3:35][C:36]1([C:39](O)=[O:40])[CH2:38][CH2:37]1.Cl.CN(C)CCCN=C=NCC.ON1C2C=CC=CC=2N=N1, predict the reaction product. The product is: [F:17][C:15]1[CH:14]=[N:13][C:12]([O:18][C:19]2[CH:24]=[CH:23][CH:22]=[C:21]([S:25][CH3:26])[CH:20]=2)=[C:11]([CH:16]=1)[C:10]([NH:9][C@H:6]1[CH2:7][CH2:8][C@@H:3]([NH:2][C:39]([C:36]2([CH3:35])[CH2:38][CH2:37]2)=[O:40])[CH2:4][CH2:5]1)=[O:27].